From a dataset of Full USPTO retrosynthesis dataset with 1.9M reactions from patents (1976-2016). Predict the reactants needed to synthesize the given product. Given the product [F:18][C:13]1[CH:14]=[CH:15][CH:16]=[CH:17][C:12]=1[O:11][C:8]1[N:9]=[CH:10][C:5]([C:3]([OH:4])=[O:2])=[N:6][CH:7]=1, predict the reactants needed to synthesize it. The reactants are: C[O:2][C:3]([C:5]1[CH:10]=[N:9][C:8]([O:11][C:12]2[CH:17]=[CH:16][CH:15]=[CH:14][C:13]=2[F:18])=[CH:7][N:6]=1)=[O:4].[OH-].[K+].